This data is from Forward reaction prediction with 1.9M reactions from USPTO patents (1976-2016). The task is: Predict the product of the given reaction. (1) Given the reactants [CH3:1][O:2][C:3]1[C:4]([CH3:35])=[C:5]([C:26]([O:33][CH3:34])=[C:27]([O:31][CH3:32])[C:28]=1[O:29][CH3:30])[CH2:6][C:7]1[CH:8]=[CH:9][C:10]([O:17][C:18]2[CH:23]=[CH:22][CH:21]=[C:20]([O:24][CH3:25])[CH:19]=2)=[C:11]([CH:16]=1)[C:12]([O:14]C)=[O:13].Cl, predict the reaction product. The product is: [CH3:1][O:2][C:3]1[C:4]([CH3:35])=[C:5]([C:26]([O:33][CH3:34])=[C:27]([O:31][CH3:32])[C:28]=1[O:29][CH3:30])[CH2:6][C:7]1[CH:8]=[CH:9][C:10]([O:17][C:18]2[CH:23]=[CH:22][CH:21]=[C:20]([O:24][CH3:25])[CH:19]=2)=[C:11]([CH:16]=1)[C:12]([OH:14])=[O:13]. (2) The product is: [CH2:3]([O:7][C:8]1[CH:13]=[C:12](/[CH:14]=[C:15](\[O:20][CH3:21])/[C:16]([OH:18])=[O:17])[CH:11]=[CH:10][C:9]=1[C:22]1[CH:27]=[CH:26][CH:25]=[C:24]([N:28]([CH3:37])[C:29]([NH:31][CH2:32][CH2:33][CH2:34][CH2:35][CH2:36][CH2:41][CH3:42])=[O:30])[CH:23]=1)[CH2:4][CH2:5][CH3:6]. Given the reactants [OH-].[Na+].[CH2:3]([O:7][C:8]1[CH:13]=[C:12](/[CH:14]=[C:15](\[O:20][CH3:21])/[C:16]([O:18]C)=[O:17])[CH:11]=[CH:10][C:9]=1[C:22]1[CH:27]=[CH:26][CH:25]=[C:24]([N:28]([CH3:37])[C:29]([NH:31][CH2:32][CH2:33][CH2:34][CH2:35][CH3:36])=[O:30])[CH:23]=1)[CH2:4][CH2:5][CH3:6].Cl.O.O1CC[CH2:42][CH2:41]1, predict the reaction product. (3) Given the reactants [C:1](OC(=O)C)(=[O:3])[CH3:2].[SH:8][C:9]1[CH:10]=[C:11]([CH:15]=[CH:16][CH:17]=1)[C:12]([OH:14])=[O:13].[OH-].[Na+].Cl, predict the reaction product. The product is: [C:1]([S:8][C:9]1[CH:10]=[C:11]([CH:15]=[CH:16][CH:17]=1)[C:12]([OH:14])=[O:13])(=[O:3])[CH3:2]. (4) Given the reactants C(OP([CH2:9][C:10]#[N:11])(OCC)=O)C.[CH2:12]([Li])[CH2:13][CH2:14][CH3:15].[C:17]1(=O)[CH2:21][CH2:20]CC1.Cl.O1CCC[CH2:25]1, predict the reaction product. The product is: [CH3:15][CH:14]1[CH2:25][C:21]([CH3:20])([CH3:17])[CH2:12][C:13]1=[CH:9][C:10]#[N:11]. (5) Given the reactants C(OC([N:8]1[CH:13]([CH3:14])[CH2:12][N:11]([CH2:15][C:16]2[CH:21]=[CH:20][CH:19]=[C:18]([C:22]3[CH:27]=[CH:26][N:25]=[C:24](Cl)[N:23]=3)[CH:17]=2)[CH2:10][CH:9]1C)=O)(C)(C)C.[F:30][C:31]1[CH:32]=[C:33]([CH2:37][CH2:38][NH2:39])[CH:34]=[CH:35][CH:36]=1, predict the reaction product. The product is: [CH:10]12[CH2:14][CH:13]([NH:8][CH2:9]1)[CH2:12][N:11]2[CH2:15][C:16]1[CH:17]=[C:18]([C:22]2[CH:27]=[CH:26][N:25]=[C:24]([NH:39][CH2:38][CH2:37][C:33]3[CH:34]=[CH:35][CH:36]=[C:31]([F:30])[CH:32]=3)[N:23]=2)[CH:19]=[CH:20][CH:21]=1.